Dataset: Catalyst prediction with 721,799 reactions and 888 catalyst types from USPTO. Task: Predict which catalyst facilitates the given reaction. Reactant: [C:1]([O:5][C:6]([N:8]1[CH2:13][CH2:12][C:11]([CH:15](OS(C)(=O)=O)[CH2:16][C:17]#[N:18])([CH3:14])[CH2:10][CH2:9]1)=[O:7])([CH3:4])([CH3:3])[CH3:2].C(N(CC)CC)C. Product: [C:1]([O:5][C:6]([N:8]1[CH2:13][CH2:12][C:11](/[CH:15]=[CH:16]/[C:17]#[N:18])([CH3:14])[CH2:10][CH2:9]1)=[O:7])([CH3:4])([CH3:2])[CH3:3]. The catalyst class is: 5.